From a dataset of Full USPTO retrosynthesis dataset with 1.9M reactions from patents (1976-2016). Predict the reactants needed to synthesize the given product. (1) Given the product [NH2:23][C:17]1[C:18]([NH:20][CH2:21][CH3:22])=[N:19][C:14]([NH:13][C:10]2[CH:9]=[CH:8][C:7]([O:6][CH2:5][CH2:4][N:3]([CH2:26][CH3:27])[CH2:1][CH3:2])=[CH:12][CH:11]=2)=[N:15][CH:16]=1, predict the reactants needed to synthesize it. The reactants are: [CH2:1]([N:3]([CH2:26][CH3:27])[CH2:4][CH2:5][O:6][C:7]1[CH:12]=[CH:11][C:10]([NH:13][C:14]2[N:19]=[C:18]([NH:20][CH2:21][CH3:22])[C:17]([N+:23]([O-])=O)=[CH:16][N:15]=2)=[CH:9][CH:8]=1)[CH3:2]. (2) Given the product [C:17]([C:9]1[CH:8]=[C:7]([CH2:6][NH:5][CH2:4][C:3]([OH:21])=[O:2])[CH:12]=[C:11]([C:13]([CH3:15])([CH3:16])[CH3:14])[CH:10]=1)([CH3:18])([CH3:19])[CH3:20], predict the reactants needed to synthesize it. The reactants are: C[O:2][C:3](=[O:21])[CH2:4][NH:5][CH2:6][C:7]1[CH:12]=[C:11]([C:13]([CH3:16])([CH3:15])[CH3:14])[CH:10]=[C:9]([C:17]([CH3:20])([CH3:19])[CH3:18])[CH:8]=1.[OH-].[Na+].